From a dataset of Full USPTO retrosynthesis dataset with 1.9M reactions from patents (1976-2016). Predict the reactants needed to synthesize the given product. (1) Given the product [CH3:1][C:2]1[S:3][C:4]2[CH:10]=[C:9]([NH2:11])[CH:8]=[CH:7][C:5]=2[N:6]=1, predict the reactants needed to synthesize it. The reactants are: [CH3:1][C:2]1[S:3][C:4]2[CH:10]=[C:9]([N+:11]([O-])=O)[CH:8]=[CH:7][C:5]=2[N:6]=1.Cl. (2) Given the product [Br:4][C:5]1[CH:10]=[CH:9][CH:8]=[CH:7][C:6]=1[CH2:11][P:14]([C:21]1[CH:22]=[CH:23][CH:24]=[CH:25][CH:26]=1)[C:15]1[CH:20]=[CH:19][CH:18]=[CH:17][CH:16]=1, predict the reactants needed to synthesize it. The reactants are: [Mg].II.[Br:4][C:5]1[CH:10]=[CH:9][CH:8]=[CH:7][C:6]=1[CH2:11]Br.Cl[P:14]([C:21]1[CH:26]=[CH:25][CH:24]=[CH:23][CH:22]=1)[C:15]1[CH:20]=[CH:19][CH:18]=[CH:17][CH:16]=1. (3) Given the product [OH:20][CH2:19][C:9]1[CH:8]=[CH:7][C:6]2[C:11](=[CH:12][C:13]([O:17][CH3:18])=[C:14]([O:15][CH3:16])[C:5]=2[O:4][CH3:3])[N:10]=1, predict the reactants needed to synthesize it. The reactants are: [BH4-].[Na+].[CH3:3][O:4][C:5]1[C:14]([O:15][CH3:16])=[C:13]([O:17][CH3:18])[CH:12]=[C:11]2[C:6]=1[CH:7]=[CH:8][C:9]([CH:19]=[O:20])=[N:10]2.CO. (4) Given the product [OH-:8].[NH4+:3].[CH:10]1([CH2:9][O:8][C:6]2[N:7]=[C:2]([NH:26][CH2:27][CH:28]3[CH2:32][CH2:31][CH2:30][N:29]3[CH2:33][CH3:34])[N:3]=[C:4]([NH:16][C:17]3[CH:22]=[CH:21][C:20]([O:23][CH3:24])=[C:19]([F:25])[CH:18]=3)[N:5]=2)[CH2:15][CH2:14][CH2:13][CH2:12][CH2:11]1, predict the reactants needed to synthesize it. The reactants are: Cl[C:2]1[N:7]=[C:6]([O:8][CH2:9][CH:10]2[CH2:15][CH2:14][CH2:13][CH2:12][CH2:11]2)[N:5]=[C:4]([NH:16][C:17]2[CH:22]=[CH:21][C:20]([O:23][CH3:24])=[C:19]([F:25])[CH:18]=2)[N:3]=1.[NH2:26][CH2:27][CH:28]1[CH2:32][CH2:31][CH2:30][N:29]1[CH2:33][CH3:34].[OH-].[Na+].O.